This data is from Catalyst prediction with 721,799 reactions and 888 catalyst types from USPTO. The task is: Predict which catalyst facilitates the given reaction. Reactant: [CH2:1]([O:3][C:4]1[CH:5]=[CH:6][C:7]([C:10]#[C:11][C:12]2[CH:29]=[CH:28][C:15]([O:16][CH2:17][C@@H:18]([NH:20][C:21](=[O:27])[O:22][C:23]([CH3:26])([CH3:25])[CH3:24])[CH3:19])=[CH:14][CH:13]=2)=[N:8][CH:9]=1)[CH3:2].[NH2:30]OS(C1C(C)=CC(C)=CC=1C)(=O)=O. Product: [CH2:1]([O:3][C:4]1[CH:5]=[CH:6][C:7]2[N:8]([N:30]=[C:11]([C:12]3[CH:29]=[CH:28][C:15]([O:16][CH2:17][C@@H:18]([NH:20][C:21](=[O:27])[O:22][C:23]([CH3:24])([CH3:26])[CH3:25])[CH3:19])=[CH:14][CH:13]=3)[CH:10]=2)[CH:9]=1)[CH3:2]. The catalyst class is: 1.